This data is from Catalyst prediction with 721,799 reactions and 888 catalyst types from USPTO. The task is: Predict which catalyst facilitates the given reaction. (1) Reactant: C(N(C(C)C)C(C)C)C.[Cl:10][C:11]1[N:16]=[CH:15][C:14]([CH2:17][NH:18][C:19]([C:21]2([C:27]#[N:28])[CH2:26][CH2:25][NH:24][CH2:23][CH2:22]2)=[O:20])=[CH:13][CH:12]=1.[CH:29]1[C:33]2[C:34](Cl)=[N:35][CH:36]=[N:37][C:32]=2[NH:31][CH:30]=1. Product: [Cl:10][C:11]1[N:16]=[CH:15][C:14]([CH2:17][NH:18][C:19]([C:21]2([C:27]#[N:28])[CH2:22][CH2:23][N:24]([C:34]3[C:33]4[CH:29]=[CH:30][NH:31][C:32]=4[N:37]=[CH:36][N:35]=3)[CH2:25][CH2:26]2)=[O:20])=[CH:13][CH:12]=1. The catalyst class is: 44. (2) Product: [NH2:19][CH2:18][C:10]1([C:7]2[CH:6]=[CH:5][C:4]([CH:1]([OH:3])[CH3:2])=[N:9][CH:8]=2)[CH2:15][CH2:14][C:13]([F:17])([F:16])[CH2:12][CH2:11]1. Reactant: [C:1]([C:4]1[N:9]=[CH:8][C:7]([C:10]2([C:18]#[N:19])[CH2:15][CH2:14][C:13]([F:17])([F:16])[CH2:12][CH2:11]2)=[CH:6][CH:5]=1)(=[O:3])[CH3:2].[BH4-].[Na+]. The catalyst class is: 1. (3) Reactant: [CH3:1][C:2]([C:8]1[CH:13]=[CH:12][CH:11]=[CH:10][CH:9]=1)([CH3:7])[CH2:3][C:4]([OH:6])=O.C(Cl)(=O)C(Cl)=O.[NH2:20][N:21]1[N:30]=[C:29]([S:31]([C:34]2[CH:39]=[CH:38][C:37]([C:40]#[N:41])=[CH:36][CH:35]=2)(=[O:33])=[O:32])[C:28]2[C:23](=[CH:24][CH:25]=[CH:26][CH:27]=2)[C:22]1=[O:42].N1C=CC=CC=1. Product: [C:40]([C:37]1[CH:38]=[CH:39][C:34]([S:31]([C:29]2[C:28]3[C:23](=[CH:24][CH:25]=[CH:26][CH:27]=3)[C:22](=[O:42])[N:21]([NH:20][C:4](=[O:6])[CH2:3][C:2]([CH3:1])([C:8]3[CH:13]=[CH:12][CH:11]=[CH:10][CH:9]=3)[CH3:7])[N:30]=2)(=[O:33])=[O:32])=[CH:35][CH:36]=1)#[N:41]. The catalyst class is: 139. (4) The catalyst class is: 41. Product: [NH:20]([C:2]1[S:6][C:5]([C:7]2[CH:8]=[CH:9][C:10]([O:15][CH:16]([CH3:18])[CH3:17])=[C:11]([CH:14]=2)[C:12]#[N:13])=[N:4][N:3]=1)[NH2:21]. Reactant: Br[C:2]1[S:6][C:5]([C:7]2[CH:8]=[CH:9][C:10]([O:15][CH:16]([CH3:18])[CH3:17])=[C:11]([CH:14]=2)[C:12]#[N:13])=[N:4][N:3]=1.O.[NH2:20][NH2:21].C(Cl)Cl. (5) Reactant: [Br:1][C:2]1[C:10]([Cl:11])=[CH:9][C:5]([C:6](O)=[O:7])=[C:4]([N+:12]([O-:14])=[O:13])[CH:3]=1.CC[N:17](CC)CC.ClC(OCC)=O.N.O. Product: [Br:1][C:2]1[C:10]([Cl:11])=[CH:9][C:5]([C:6]([NH2:17])=[O:7])=[C:4]([N+:12]([O-:14])=[O:13])[CH:3]=1. The catalyst class is: 1. (6) Reactant: [CH3:1][C:2]1[C:3]([C@@H:8]2[N:13](C(OC(C)(C)C)=O)[CH2:12][CH2:11][N:10]3[C:21](=[O:24])[CH2:22][CH2:23][C@@H:9]23)=[N:4][CH:5]=[CH:6][CH:7]=1.Cl.CO.[OH-].[Na+]. Product: [CH3:1][C:2]1[C:3]([C@@H:8]2[NH:13][CH2:12][CH2:11][N:10]3[C:21](=[O:24])[CH2:22][CH2:23][C@@H:9]23)=[N:4][CH:5]=[CH:6][CH:7]=1. The catalyst class is: 5. (7) Reactant: [C:1]1([CH:8]=[CH:7][CH:6]=[C:4]([OH:5])[CH:3]=1)[OH:2].[CH3:9][C:10]1([CH3:18])[CH2:15][CH:14]([CH3:16])[CH2:13][CH:12](O)[CH2:11]1.C1(P(C2C=CC=CC=2)C2C=CC=CC=2)C=CC=CC=1.N(C(OC(C)C)=O)=NC(OC(C)C)=O. Product: [CH3:9][C:10]1([CH3:18])[CH2:15][CH:14]([CH3:16])[CH2:13][CH:12]([O:2][C:1]2[CH:3]=[C:4]([OH:5])[CH:6]=[CH:7][CH:8]=2)[CH2:11]1. The catalyst class is: 7. (8) Reactant: [CH2:1]([O:3][C:4]([C:6]1[N:7]=[C:8]([CH:11]=O)[O:9][CH:10]=1)=[O:5])[CH3:2].[NH2:13]O. Product: [CH2:1]([O:3][C:4]([C:6]1[N:7]=[C:8]([C:11]#[N:13])[O:9][CH:10]=1)=[O:5])[CH3:2]. The catalyst class is: 5.